Task: Predict the reactants needed to synthesize the given product.. Dataset: Full USPTO retrosynthesis dataset with 1.9M reactions from patents (1976-2016) Given the product [OH:1][CH:2]([CH2:8][CH2:9][C:10]1[CH:11]=[CH:12][CH:13]=[CH:14][CH:15]=1)[C:3]([O:5][CH2:6][CH3:7])=[O:4], predict the reactants needed to synthesize it. The reactants are: [O:1]=[C:2]([CH2:8][CH2:9][C:10]1[CH:15]=[CH:14][CH:13]=[CH:12][CH:11]=1)[C:3]([O:5][CH2:6][CH3:7])=[O:4].O=C[C@@H]([C@H]([C@@H]([C@@H](CO)O)O)O)O.P([O-])([O-])([O-])=O.C(=O)([O-])[O-].[Na+].[Na+].S([O-])([O-])(=O)=O.[Mg+2].